From a dataset of Catalyst prediction with 721,799 reactions and 888 catalyst types from USPTO. Predict which catalyst facilitates the given reaction. (1) Reactant: [F:1][C:2]1[C:7]([C:8]([C:10]2[C:18]3[C:13](=[N:14][CH:15]=[C:16]([C:19]4[CH:20]=[C:21]5[C:25](=[CH:26][CH:27]=4)[NH:24][N:23]=[CH:22]5)[CH:17]=3)[NH:12][CH:11]=2)=[O:9])=[C:6]([F:28])[CH:5]=[CH:4][C:3]=1[NH:29][S:30]([CH2:33][CH2:34][CH3:35])(=[O:32])=[O:31].[C:36](OC(=O)C)(=[O:38])[CH3:37]. Product: [C:36]([N:24]1[C:25]2[C:21](=[CH:20][C:19]([C:16]3[CH:17]=[C:18]4[C:10]([C:8]([C:7]5[C:2]([F:1])=[C:3]([NH:29][S:30]([CH2:33][CH2:34][CH3:35])(=[O:31])=[O:32])[CH:4]=[CH:5][C:6]=5[F:28])=[O:9])=[CH:11][NH:12][C:13]4=[N:14][CH:15]=3)=[CH:27][CH:26]=2)[CH:22]=[N:23]1)(=[O:38])[CH3:37]. The catalyst class is: 10. (2) Reactant: [CH3:1][C:2]1[N:7]=[C:6]([C:8]([OH:10])=O)[CH:5]=[CH:4][CH:3]=1.C(Cl)(=O)C(Cl)=O.C(N(CC)CC)C.[Cl:24][C:25]1[CH:26]=[C:27]([CH:29]=[CH:30][CH:31]=1)[NH2:28]. Product: [Cl:24][C:25]1[CH:26]=[C:27]([NH:28][C:8]([C:6]2[CH:5]=[CH:4][CH:3]=[C:2]([CH3:1])[N:7]=2)=[O:10])[CH:29]=[CH:30][CH:31]=1. The catalyst class is: 118. (3) Reactant: [OH:1][C:2]1[CH:3]=[N:4][CH:5]=[C:6]([CH:11]=1)[C:7]([O:9][CH3:10])=[O:8]. Product: [OH:1][C@H:2]1[CH2:3][NH:4][CH2:5][C@@H:6]([C:7]([O:9][CH3:10])=[O:8])[CH2:11]1. The catalyst class is: 5. (4) Reactant: [C:1]1([NH:7][C@@H:8]([CH3:13])[CH2:9][C:10]([NH2:12])=[O:11])[CH:6]=[CH:5][CH:4]=[CH:3][CH:2]=1.Cl[C:15]([O:17][CH2:18][C:19]1[CH:24]=[CH:23][CH:22]=[CH:21][CH:20]=1)=[O:16].CC(C)([O-])C.[Li+]. Product: [CH2:18]([O:17][C:15](=[O:16])[NH:12][C:10](=[O:11])[CH2:9][C@@H:8]([NH:7][C:1]1[CH:6]=[CH:5][CH:4]=[CH:3][CH:2]=1)[CH3:13])[C:19]1[CH:24]=[CH:23][CH:22]=[CH:21][CH:20]=1. The catalyst class is: 1. (5) Reactant: [Cl:1][C:2]1[CH:7]=[CH:6][CH:5]=[CH:4][C:3]=1[N:8]1[C:12]([O:13][C:14]2[C:19]([NH2:20])=[CH:18][CH:17]=[CH:16][N:15]=2)=[CH:11][C:10]([CH3:21])=[N:9]1.[F:22][C:23]([F:35])([F:34])[O:24][C:25]1[CH:30]=[CH:29][C:28]([N:31]=[C:32]=[O:33])=[CH:27][CH:26]=1.C(N(CC)CC)C. Product: [Cl:1][C:2]1[CH:7]=[CH:6][CH:5]=[CH:4][C:3]=1[N:8]1[C:12]([O:13][C:14]2[C:19]([NH:20][C:32]([NH:31][C:28]3[CH:29]=[CH:30][C:25]([O:24][C:23]([F:22])([F:34])[F:35])=[CH:26][CH:27]=3)=[O:33])=[CH:18][CH:17]=[CH:16][N:15]=2)=[CH:11][C:10]([CH3:21])=[N:9]1. The catalyst class is: 3.